This data is from Reaction yield outcomes from USPTO patents with 853,638 reactions. The task is: Predict the reaction yield, written as a fraction of the theoretical maximum amount of product (1.0 means a 100% yield; for example, 0.34 means a 34% yield). (1) The reactants are [NH2:1][C:2]1[CH:3]=[N:4][N:5]([CH2:7][C:8]2[CH:9]=[C:10]([CH:13]=[CH:14][CH:15]=2)[C:11]#[N:12])[CH:6]=1.[Br:16][C:17]1[CH:25]=[C:24]2[C:20]([C:21]([C:34](O)=[O:35])=[N:22][N:23]2[CH2:26][O:27][CH2:28][CH2:29][Si:30]([CH3:33])([CH3:32])[CH3:31])=[CH:19][CH:18]=1.CN(C(ON1N=NC2C=CC=NC1=2)=[N+](C)C)C.F[P-](F)(F)(F)(F)F.C(N(CC)C(C)C)(C)C. The catalyst is CN(C)C=O.CCOC(C)=O. The product is [C:11]([C:10]1[CH:9]=[C:8]([CH:15]=[CH:14][CH:13]=1)[CH2:7][N:5]1[CH:6]=[C:2]([NH:1][C:34]([C:21]2[C:20]3[C:24](=[CH:25][C:17]([Br:16])=[CH:18][CH:19]=3)[N:23]([CH2:26][O:27][CH2:28][CH2:29][Si:30]([CH3:33])([CH3:32])[CH3:31])[N:22]=2)=[O:35])[CH:3]=[N:4]1)#[N:12]. The yield is 0.410. (2) The reactants are [N:1]1([CH2:7][CH2:8][O:9][C:10]2[CH:15]=[CH:14][C:13]([NH2:16])=[CH:12][CH:11]=2)[CH2:6][CH2:5][CH2:4][CH2:3][CH2:2]1.[F:17][C:18]1[CH:26]=[CH:25][CH:24]=[C:23]2[C:19]=1[C:20](=[CH:28]O)[C:21](=[O:27])[NH:22]2. No catalyst specified. The product is [F:17][C:18]1[CH:26]=[CH:25][CH:24]=[C:23]2[C:19]=1[C:20](=[CH:28][NH:16][C:13]1[CH:12]=[CH:11][C:10]([O:9][CH2:8][CH2:7][N:1]3[CH2:2][CH2:3][CH2:4][CH2:5][CH2:6]3)=[CH:15][CH:14]=1)[C:21](=[O:27])[NH:22]2. The yield is 0.630. (3) The reactants are [Br:1][C:2]1[C:3]([O:11][C:12]2[CH:17]=[CH:16][C:15]([F:18])=[CH:14][C:13]=2[F:19])=[N:4][CH:5]=[C:6]([CH2:8]SC)[CH:7]=1.O[O:21][S:22]([O-:24])=O.[K+].[CH3:26]O. The catalyst is O. The product is [Br:1][C:2]1[C:3]([O:11][C:12]2[CH:17]=[CH:16][C:15]([F:18])=[CH:14][C:13]=2[F:19])=[N:4][CH:5]=[C:6]([CH2:8][S:22]([CH3:26])(=[O:24])=[O:21])[CH:7]=1. The yield is 0.600. (4) The reactants are [Cl:1][C:2]1[N:7]=[CH:6][C:5]([OH:8])=[CH:4][N:3]=1.Cl[CH:10]1[CH2:14][CH2:13][CH2:12][CH2:11]1.C(=O)([O-])[O-].[K+].[K+].O. The catalyst is CN(C)C=O. The product is [Cl:1][C:2]1[N:7]=[CH:6][C:5]([O:8][CH:10]2[CH2:14][CH2:13][CH2:12][CH2:11]2)=[CH:4][N:3]=1. The yield is 0.546. (5) The reactants are C(=O)([O-])[O-].[K+].[K+].[ClH:7].C([S:11][CH:12]1[CH2:17][CH2:16][N:15]([CH:18]([C:24]2[CH:29]=[CH:28][CH:27]=[CH:26][C:25]=2[F:30])[C:19]([CH:21]2[CH2:23][CH2:22]2)=[O:20])[CH2:14]/[C:13]/1=[CH:31]\[C:32]1[N:33]=[N:34][N:35]([CH2:37][C:38]([O:40][CH3:41])=[O:39])[N:36]=1)(=O)C.C(#N)C. The yield is 0.580. The product is [ClH:7].[CH:21]1([C:19](=[O:20])[CH:18]([N:15]2[CH2:16][CH2:17][CH:12]([SH:11])/[C:13](=[CH:31]/[C:32]3[N:33]=[N:34][N:35]([CH2:37][C:38]([O:40][CH3:41])=[O:39])[N:36]=3)/[CH2:14]2)[C:24]2[CH:29]=[CH:28][CH:27]=[CH:26][C:25]=2[F:30])[CH2:23][CH2:22]1. The catalyst is CO.C(OCC)(=O)C. (6) The reactants are Br[CH2:2][C:3]1[CH:10]=[CH:9][C:6]([CH:7]=[O:8])=[CH:5][C:4]=1[Cl:11].C([O-])([O-])=O.[K+].[K+].[NH2:18][C:19]1[CH:24]=[CH:23][CH:22]=[CH:21][N:20]=1. The catalyst is CN(C)C(=O)C.O. The product is [Cl:11][C:4]1[CH:5]=[C:6]([CH:9]=[CH:10][C:3]=1[CH2:2][NH:18][C:19]1[CH:24]=[CH:23][CH:22]=[CH:21][N:20]=1)[CH:7]=[O:8]. The yield is 0.500.